This data is from Full USPTO retrosynthesis dataset with 1.9M reactions from patents (1976-2016). The task is: Predict the reactants needed to synthesize the given product. Given the product [CH2:11]([NH:13][CH2:2][C:3]1[CH:8]=[CH:7][C:6]([O:9][CH3:10])=[CH:5][N:4]=1)[CH3:12], predict the reactants needed to synthesize it. The reactants are: Cl[CH2:2][C:3]1[CH:8]=[CH:7][C:6]([O:9][CH3:10])=[CH:5][N:4]=1.[CH2:11]([NH2:13])[CH3:12].C1COCC1.